Task: Regression/Classification. Given a drug SMILES string, predict its absorption, distribution, metabolism, or excretion properties. Task type varies by dataset: regression for continuous measurements (e.g., permeability, clearance, half-life) or binary classification for categorical outcomes (e.g., BBB penetration, CYP inhibition). Dataset: cyp2c9_veith.. Dataset: CYP2C9 inhibition data for predicting drug metabolism from PubChem BioAssay The compound is Cc1ccc(C(=O)ON=C2CCN(S(=O)(=O)c3ccccc3)CC2)cc1. The result is 0 (non-inhibitor).